This data is from Full USPTO retrosynthesis dataset with 1.9M reactions from patents (1976-2016). The task is: Predict the reactants needed to synthesize the given product. (1) Given the product [CH2:34]([O:36][C:37]1[CH:38]=[C:39]([C@H:45]([N:49]2[C:57](=[O:58])[C:56]3[C:51](=[CH:52][CH:53]=[CH:54][C:55]=3[NH:59][C:60]([CH:62]3[CH2:64][CH2:63]3)=[O:61])[CH2:50]2)[CH2:46][CH2:47][S:70]([CH3:65])(=[O:72])=[O:69])[CH:40]=[CH:41][C:42]=1[O:43][CH3:44])[CH3:35], predict the reactants needed to synthesize it. The reactants are: C1(P(C2C=CC=CC=2)C2C=CC=CC=2)C=CC=CC=1.CC(OC(/N=N/C(OC(C)C)=O)=O)C.[CH2:34]([O:36][C:37]1[CH:38]=[C:39]([C@H:45]([N:49]2[C:57](=[O:58])[C:56]3[C:51](=[CH:52][CH:53]=[CH:54][C:55]=3[NH:59][C:60]([CH:62]3[CH2:64][CH2:63]3)=[O:61])[CH2:50]2)[CH2:46][CH2:47]O)[CH:40]=[CH:41][C:42]=1[O:43][CH3:44])[CH3:35].[CH3:65][S-].[Na+].O[O:69][S:70]([O-:72])=O.[K+]. (2) Given the product [OH:1][C:2]1[CH:3]=[C:4]([NH:45][S:46]([N:49]([CH3:51])[CH3:50])(=[O:48])=[O:47])[CH:5]=[C:6]([C:8]2[C:16]3[C:15]([NH:17][C@H:18]([C:20]4[N:25]([C:26]5[CH:27]=[CH:28][CH:29]=[CH:30][CH:31]=5)[C:24](=[O:32])[C:23]5=[C:33]([CH3:36])[CH:34]=[CH:35][N:22]5[N:21]=4)[CH3:19])=[N:14][CH:13]=[N:12][C:11]=3[NH:10][CH:9]=2)[CH:7]=1, predict the reactants needed to synthesize it. The reactants are: [OH:1][C:2]1[CH:3]=[C:4]([NH:45][S:46]([N:49]([CH3:51])[CH3:50])(=[O:48])=[O:47])[CH:5]=[C:6]([C:8]2[C:16]3[C:15]([NH:17][C@H:18]([C:20]4[N:25]([C:26]5[CH:31]=[CH:30][CH:29]=[CH:28][CH:27]=5)[C:24](=[O:32])[C:23]5=[C:33]([CH3:36])[CH:34]=[CH:35][N:22]5[N:21]=4)[CH3:19])=[N:14][CH:13]=[N:12][C:11]=3[N:10](COCC[Si](C)(C)C)[CH:9]=2)[CH:7]=1.FC(F)(F)C(O)=O.N. (3) Given the product [CH3:29][C:25]1([CH3:30])[CH2:24][CH2:23][C:22]([CH3:32])([CH3:31])[C:21]2[CH:20]=[C:19]([C:2]([CH2:3][CH2:4][CH2:5][CH3:6])=[CH:1][C:7]3[CH:8]=[CH:9][C:10]([C:11]([OH:13])=[O:12])=[CH:16][CH:17]=3)[CH:28]=[CH:27][C:26]1=2, predict the reactants needed to synthesize it. The reactants are: [C:1]([C:7]1[CH:17]=[CH:16][C:10]([C:11]([O:13]CC)=[O:12])=[CH:9][CH:8]=1)#[C:2][CH2:3][CH2:4][CH2:5][CH3:6].I[C:19]1[CH:20]=[C:21]2[C:26](=[CH:27][CH:28]=1)[C:25]([CH3:30])([CH3:29])[CH2:24][CH2:23][C:22]2([CH3:32])[CH3:31].C(O)(=O)C.[OH-].[K+].Cl. (4) Given the product [F:26][C:23]1[CH:24]=[CH:25][C:20]([C:2]#[C:1][C@@H:3]2[CH2:4][CH2:5][C@@H:6]([CH3:18])[N:7]([CH2:9][C:10]3[CH:11]=[CH:12][C:13]([O:16][CH3:17])=[CH:14][CH:15]=3)[CH2:8]2)=[N:21][CH:22]=1, predict the reactants needed to synthesize it. The reactants are: [C:1]([C@H:3]1[CH2:8][N:7]([CH2:9][C:10]2[CH:15]=[CH:14][C:13]([O:16][CH3:17])=[CH:12][CH:11]=2)[C@H:6]([CH3:18])[CH2:5][CH2:4]1)#[CH:2].Br[C:20]1[CH:25]=[CH:24][C:23]([F:26])=[CH:22][N:21]=1.C(N(CC)CC)C. (5) The reactants are: [NH2:1][C@H:2]1[C@H:6]([OH:7])[CH2:5][N:4]([C:8]([O:10][C:11]([CH3:14])([CH3:13])[CH3:12])=[O:9])[CH2:3]1.CN(C)/[CH:17]=[C:18](/[C:24](=[O:33])[C:25]1[CH:30]=[C:29]([I:31])[CH:28]=[CH:27][C:26]=1F)\[C:19]([O:21][CH2:22][CH3:23])=[O:20].C(=O)([O-])[O-].[K+].[K+]. Given the product [C:11]([O:10][C:8]([N:4]1[CH2:5][C@@H:6]([OH:7])[C@H:2]([N:1]2[C:26]3[C:25](=[CH:30][C:29]([I:31])=[CH:28][CH:27]=3)[C:24](=[O:33])[C:18]([C:19]([O:21][CH2:22][CH3:23])=[O:20])=[CH:17]2)[CH2:3]1)=[O:9])([CH3:14])([CH3:13])[CH3:12], predict the reactants needed to synthesize it.